From a dataset of Forward reaction prediction with 1.9M reactions from USPTO patents (1976-2016). Predict the product of the given reaction. Given the reactants O[C:2]1[CH:17]=[C:16]([OH:18])[CH:15]=[CH:14][C:3]=1[C:4]([C:6]1[CH:11]=[CH:10][C:9]([OH:12])=[CH:8][C:7]=1[OH:13])=O.C([O-])(=O)C.[Na+].Cl.[CH:25]1([NH:31][NH2:32])[CH2:30][CH2:29][CH2:28][CH2:27][CH2:26]1, predict the reaction product. The product is: [CH:25]1([N:31]2[C:2]3[C:3](=[CH:14][CH:15]=[C:16]([OH:18])[CH:17]=3)[C:4]([C:6]3[CH:11]=[CH:10][C:9]([OH:12])=[CH:8][C:7]=3[OH:13])=[N:32]2)[CH2:30][CH2:29][CH2:28][CH2:27][CH2:26]1.